This data is from Full USPTO retrosynthesis dataset with 1.9M reactions from patents (1976-2016). The task is: Predict the reactants needed to synthesize the given product. (1) Given the product [CH3:19][O:18][C:16](=[O:17])[C:15]([NH:1][C:2]1[CH:3]=[C:4]([C:5]([O:7][CH3:8])=[O:6])[CH:9]=[CH:10][C:11]=1[O:12][CH3:13])=[CH:14][C:20]([O:22][CH3:23])=[O:21], predict the reactants needed to synthesize it. The reactants are: [NH2:1][C:2]1[CH:3]=[C:4]([CH:9]=[CH:10][C:11]=1[O:12][CH3:13])[C:5]([O:7][CH3:8])=[O:6].[C:14]([C:20]([O:22][CH3:23])=[O:21])#[C:15][C:16]([O:18][CH3:19])=[O:17]. (2) Given the product [Cl:1][C:2]1[CH:7]=[C:6]([Cl:8])[CH:5]=[CH:4][C:3]=1[C:9]1[N:10]2[N:17]=[C:16]([CH3:18])[C:15]([OH:29])=[C:11]2[O:12][C:13]=1[CH3:14], predict the reactants needed to synthesize it. The reactants are: [Cl:1][C:2]1[CH:7]=[C:6]([Cl:8])[CH:5]=[CH:4][C:3]=1[C:9]1[N:10]2[N:17]=[C:16]([CH3:18])[C:15](C=O)=[C:11]2[O:12][C:13]=1[CH3:14].C1C=C(Cl)C=C(C(OO)=[O:29])C=1.C([O-])([O-])=O.[K+].[K+].CO.